This data is from Merck oncology drug combination screen with 23,052 pairs across 39 cell lines. The task is: Regression. Given two drug SMILES strings and cell line genomic features, predict the synergy score measuring deviation from expected non-interaction effect. Drug 1: CN(Cc1cnc2nc(N)nc(N)c2n1)c1ccc(C(=O)NC(CCC(=O)O)C(=O)O)cc1. Drug 2: C#Cc1cccc(Nc2ncnc3cc(OCCOC)c(OCCOC)cc23)c1. Cell line: UACC62. Synergy scores: synergy=8.65.